The task is: Predict the product of the given reaction.. This data is from Forward reaction prediction with 1.9M reactions from USPTO patents (1976-2016). (1) Given the reactants [C:1]([C:3]1[CH:8]=[CH:7][C:6]([CH2:9][CH2:10][CH2:11][CH2:12][N:13]2[CH2:20][CH:19]3[O:21][CH:15]([CH2:16][N:17](C(OC(C)(C)C)=O)[CH2:18]3)[CH2:14]2)=[CH:5][CH:4]=1)#[N:2].FC(F)(F)C(O)=O, predict the reaction product. The product is: [CH:19]12[O:21][CH:15]([CH2:16][NH:17][CH2:18]1)[CH2:14][N:13]([CH2:12][CH2:11][CH2:10][CH2:9][C:6]1[CH:5]=[CH:4][C:3]([C:1]#[N:2])=[CH:8][CH:7]=1)[CH2:20]2. (2) Given the reactants [O:1]1[CH2:6][CH2:5][N:4]([C:7]([C:9]2[CH:14]=[CH:13][C:12]([C:15]3[CH:16]=[CH:17][C:18]4[N:19]([C:21]([C:24]#[C:25][C:26]5[CH:31]=[CH:30][N:29]=[C:28]([NH:32][C:33]6[CH:38]=[CH:37][CH:36]=[CH:35][CH:34]=6)[CH:27]=5)=[CH:22][N:23]=4)[N:20]=3)=[CH:11][CH:10]=2)=[O:8])[CH2:3][CH2:2]1.[CH3:39]C(C)([O-])C.[K+].CI, predict the reaction product. The product is: [CH3:39][N:32]([C:33]1[CH:34]=[CH:35][CH:36]=[CH:37][CH:38]=1)[C:28]1[CH:27]=[C:26]([C:25]#[C:24][C:21]2[N:19]3[N:20]=[C:15]([C:12]4[CH:13]=[CH:14][C:9]([C:7]([N:4]5[CH2:3][CH2:2][O:1][CH2:6][CH2:5]5)=[O:8])=[CH:10][CH:11]=4)[CH:16]=[CH:17][C:18]3=[N:23][CH:22]=2)[CH:31]=[CH:30][N:29]=1. (3) Given the reactants [N+:1]([C:4]1[CH:9]=[CH:8][C:7]([NH:10][CH:11]([CH2:14][OH:15])[CH2:12][OH:13])=[CH:6][C:5]=1[CH3:16])([O-])=O.C1(N)C(F)=C(F)C(F)=C(N)C=1F.[ClH:29].Cl, predict the reaction product. The product is: [ClH:29].[ClH:29].[NH2:1][C:4]1[CH:9]=[CH:8][C:7]([NH:10][CH:11]([CH2:12][OH:13])[CH2:14][OH:15])=[CH:6][C:5]=1[CH3:16]. (4) Given the reactants Cl.[CH3:2][O:3][CH2:4][CH2:5][C:6]([OH:8])=O.[CH2:9]([C@H:16]1[CH2:20][NH:19][C@H:18]([C:21]([NH:23][C:24]2[CH:29]=[CH:28][C:27]([O:30][C:31]3[CH:36]=[CH:35][C:34]([F:37])=[CH:33][CH:32]=3)=[CH:26][CH:25]=2)=[O:22])[CH2:17]1)[C:10]1[CH:15]=[CH:14][CH:13]=[CH:12][CH:11]=1, predict the reaction product. The product is: [CH2:9]([C@H:16]1[CH2:20][N:19]([C:6](=[O:8])[CH2:5][CH2:4][O:3][CH3:2])[C@H:18]([C:21]([NH:23][C:24]2[CH:29]=[CH:28][C:27]([O:30][C:31]3[CH:32]=[CH:33][C:34]([F:37])=[CH:35][CH:36]=3)=[CH:26][CH:25]=2)=[O:22])[CH2:17]1)[C:10]1[CH:11]=[CH:12][CH:13]=[CH:14][CH:15]=1. (5) Given the reactants [Cl:1][C:2]1[CH:9]=[CH:8][CH:7]=[C:6](F)[C:3]=1[CH:4]=[O:5].[OH-:11].[K+].Cl, predict the reaction product. The product is: [Cl:1][C:2]1[CH:9]=[CH:8][CH:7]=[C:6]([OH:11])[C:3]=1[CH:4]=[O:5]. (6) The product is: [N+:30]([C:33]1[CH:34]=[C:35]([CH:57]=[C:58]([N+:60]([O-:62])=[O:61])[CH:59]=1)[C:36]([O:38][CH2:39][CH2:40][CH2:41][CH2:42][CH2:43][CH2:44][O:45][C:46](=[O:56])/[CH:47]=[CH:48]/[C:49]1[CH:50]=[CH:51][C:52]([O:12][C:11](=[O:13])[C:10]2[CH:14]=[CH:15][C:7]([O:6][CH2:5][CH2:4][CH2:3][C:2]([F:16])([F:17])[F:1])=[CH:8][CH:9]=2)=[CH:53][CH:54]=1)=[O:37])([O-:32])=[O:31]. Given the reactants [F:1][C:2]([F:17])([F:16])[CH2:3][CH2:4][CH2:5][O:6][C:7]1[CH:15]=[CH:14][C:10]([C:11]([OH:13])=[O:12])=[CH:9][CH:8]=1.Cl.CN(C)CCCN=C=NCC.[N+:30]([C:33]1[CH:34]=[C:35]([CH:57]=[C:58]([N+:60]([O-:62])=[O:61])[CH:59]=1)[C:36]([O:38][CH2:39][CH2:40][CH2:41][CH2:42][CH2:43][CH2:44][O:45][C:46](=[O:56])/[CH:47]=[CH:48]/[C:49]1[CH:54]=[CH:53][C:52](O)=[CH:51][CH:50]=1)=[O:37])([O-:32])=[O:31], predict the reaction product.